The task is: Predict the product of the given reaction.. This data is from Forward reaction prediction with 1.9M reactions from USPTO patents (1976-2016). (1) Given the reactants [C:1]([NH:8][C@H:9]([C:14]([OH:16])=O)[CH2:10][CH2:11][CH2:12][NH2:13])([O:3][C:4]([CH3:7])([CH3:6])[CH3:5])=[O:2].CN(C(ON1N=N[C:27]2[CH:28]=[CH:29][CH:30]=N[C:26]1=2)=[N+](C)C)C.F[P-](F)(F)(F)(F)F.CN1[CH2:47][CH2:46][O:45][CH2:44]C1.[CH2:48]([O:50][C:51](=[O:69])[CH2:52][CH2:53][C:54]1[O:55][C:56]2[CH:68]=[CH:67][CH:66]=[CH:65][C:57]=2[C:58]=1[CH2:59][CH:60]1[CH2:64][CH2:63][CH2:62][NH:61]1)[CH3:49].CN1C(=[O:76])CCC1, predict the reaction product. The product is: [CH2:48]([O:50][C:51](=[O:69])[CH2:52][CH2:53][C:54]1[O:55][C:56]2[CH:68]=[CH:67][CH:66]=[CH:65][C:57]=2[C:58]=1[CH2:59][CH:60]1[CH2:64][CH2:63][CH2:62][N:61]1[C:14](=[O:16])[CH:9]([NH:8][C:1]([O:3][C:4]([CH3:5])([CH3:6])[CH3:7])=[O:2])[CH2:10][CH2:11][CH2:12][NH:13][C:44]([O:45][CH2:46][C:47]1[CH:30]=[CH:29][CH:28]=[CH:27][CH:26]=1)=[O:76])[CH3:49]. (2) Given the reactants [CH:1]1([O:7][C:8]2[CH:14]=[CH:13][C:11]([NH2:12])=[CH:10][CH:9]=2)[CH2:6][CH2:5][CH2:4][CH2:3][CH2:2]1.[CH2:15]([O:22][CH2:23][C@H:24]([NH:28]C(OC(C)(C)C)=O)[C:25](O)=[O:26])[C:16]1[CH:21]=[CH:20][CH:19]=[CH:18][CH:17]=1, predict the reaction product. The product is: [NH2:28][C@@H:24]([CH2:23][O:22][CH2:15][C:16]1[CH:21]=[CH:20][CH:19]=[CH:18][CH:17]=1)[C:25]([NH:12][C:11]1[CH:10]=[CH:9][C:8]([O:7][CH:1]2[CH2:2][CH2:3][CH2:4][CH2:5][CH2:6]2)=[CH:14][CH:13]=1)=[O:26]. (3) The product is: [NH2:8][C:5]1[C:4]([CH3:17])=[C:3]([S:11]([N:14]([CH3:15])[CH3:16])(=[O:12])=[O:13])[CH:2]=[CH:7][CH:6]=1. Given the reactants C[C:2]1[CH:7]=[CH:6][C:5]([N+:8]([O-])=O)=[CH:4][C:3]=1[S:11]([N:14]([CH3:16])[CH3:15])(=[O:13])=[O:12].[CH2:17](O)C, predict the reaction product.